Binary Classification. Given a drug SMILES string, predict its activity (active/inactive) in a high-throughput screening assay against a specified biological target. From a dataset of Choline transporter screen with 302,306 compounds. The molecule is OC1(C(CN(C(C1)C)C)C)CC(O)(c1ccccc1)c1ccccc1. The result is 0 (inactive).